This data is from Acute oral toxicity (LD50) regression data from Zhu et al.. The task is: Regression/Classification. Given a drug SMILES string, predict its toxicity properties. Task type varies by dataset: regression for continuous values (e.g., LD50, hERG inhibition percentage) or binary classification for toxic/non-toxic outcomes (e.g., AMES mutagenicity, cardiotoxicity, hepatotoxicity). Dataset: ld50_zhu. (1) The drug is CCN(CC)CCCN. The rat oral LD50 is 1.97, given as -log10 of the dose in mol/kg body weight (higher means more acutely toxic). (2) The rat oral LD50 is 1.95, given as -log10 of the dose in mol/kg body weight (higher means more acutely toxic). The compound is C=C(C)C(=O)OCCN(C)C. (3) The drug is CN(C)CCOc1ccnc(N)n1. The rat oral LD50 is 2.08, given as -log10 of the dose in mol/kg body weight (higher means more acutely toxic). (4) The rat oral LD50 is 2.65, given as -log10 of the dose in mol/kg body weight (higher means more acutely toxic). The molecule is CCP(=O)(OC)Oc1ccc(C)cc1.